This data is from Full USPTO retrosynthesis dataset with 1.9M reactions from patents (1976-2016). The task is: Predict the reactants needed to synthesize the given product. (1) Given the product [Cl:31][C:32]1[CH:33]=[CH:34][C:35]([CH2:36][NH:37][C:38]([C:4]2[S:3](=[O:22])(=[O:23])[N:2]([CH3:1])[C:7]3[S:8][C:9]([C:11]#[C:12][CH2:13][O:14][CH:15]4[CH2:20][CH2:19][CH2:18][CH2:17][O:16]4)=[CH:10][C:6]=3[C:5]=2[OH:21])=[O:39])=[CH:40][CH:41]=1, predict the reactants needed to synthesize it. The reactants are: [CH3:1][N:2]1[C:7]2[S:8][C:9]([C:11]#[C:12][CH2:13][O:14][CH:15]3[CH2:20][CH2:19][CH2:18][CH2:17][O:16]3)=[CH:10][C:6]=2[C:5](=[O:21])[CH2:4][S:3]1(=[O:23])=[O:22].C(N(CC)CC)C.[Cl:31][C:32]1[CH:41]=[CH:40][C:35]([CH2:36][N:37]=[C:38]=[O:39])=[CH:34][CH:33]=1. (2) Given the product [CH2:1]([O:3][C:4]([C:6]1[N:7]=[C:8]([Cl:26])[C:9]2[CH:15]=[CH:14][C:13]([C:16]3[C:21]([CH3:22])=[CH:20][CH:19]=[CH:18][N:17]=3)=[N:12][C:10]=2[N:11]=1)=[O:5])[CH3:2], predict the reactants needed to synthesize it. The reactants are: [CH2:1]([O:3][C:4]([C:6]1[N:7]=[C:8](O)[C:9]2[CH:15]=[CH:14][C:13]([C:16]3[C:21]([CH3:22])=[CH:20][CH:19]=[CH:18][N:17]=3)=[N:12][C:10]=2[N:11]=1)=[O:5])[CH3:2].S(Cl)([Cl:26])=O.